Dataset: TCR-epitope binding with 47,182 pairs between 192 epitopes and 23,139 TCRs. Task: Binary Classification. Given a T-cell receptor sequence (or CDR3 region) and an epitope sequence, predict whether binding occurs between them. (1) The epitope is TLVPQEHYV. The TCR CDR3 sequence is CAISESGTRGDYKPEAFF. Result: 1 (the TCR binds to the epitope). (2) The epitope is QECVRGTTVL. The TCR CDR3 sequence is CASSPGTGFNTIYF. Result: 0 (the TCR does not bind to the epitope). (3) The TCR CDR3 sequence is CASLAGYGYTF. The epitope is ELAGIGILTV. Result: 0 (the TCR does not bind to the epitope).